Dataset: Full USPTO retrosynthesis dataset with 1.9M reactions from patents (1976-2016). Task: Predict the reactants needed to synthesize the given product. (1) Given the product [OH-:11].[NH4+:4].[CH2:31]([O:12][C:10](=[O:11])[CH2:9][CH2:8][C:5]1[N:4]=[CH:3][C:2]([B:13]([OH:17])[OH:14])=[CH:7][N:6]=1)[CH3:32], predict the reactants needed to synthesize it. The reactants are: Cl[C:2]1[CH:3]=[N:4][C:5]([CH2:8][CH2:9][C:10]([O-:12])=[O:11])=[N:6][CH:7]=1.[B:13]1(B2OC(C)(C)C(C)(C)O2)[O:17]C(C)(C)C(C)(C)[O:14]1.[C:31]([O-])(=O)[CH3:32].[K+]. (2) Given the product [Cl:11][C:8]1[CH:9]=[C:10]2[C:5](=[CH:6][CH:7]=1)[NH:4][C:3]([C:12]([O:14][CH2:15][CH3:16])=[O:13])=[C:2]2[S:23][CH:17]1[CH2:22][CH2:21][CH2:20][CH2:19][CH2:18]1, predict the reactants needed to synthesize it. The reactants are: Br[C:2]1[C:10]2[C:5](=[CH:6][CH:7]=[C:8]([Cl:11])[CH:9]=2)[NH:4][C:3]=1[C:12]([O:14][CH2:15][CH3:16])=[O:13].[CH:17]1([SH:23])[CH2:22][CH2:21][CH2:20][CH2:19][CH2:18]1.C(=O)([O-])[O-].[K+].[K+]. (3) Given the product [Cl:30][C:31]1[CH:37]=[C:36]([O:38][C:39]2[C:40]3[N:47]([CH3:48])[CH:46]=[CH:45][C:41]=3[N:42]=[CH:43][N:44]=2)[CH:35]=[CH:34][C:32]=1[NH:33][C:21]([NH:1][C:2]1[CH:9]=[CH:8][C:5]([C:6]#[N:7])=[C:4]([C:10]([F:11])([F:12])[F:13])[CH:3]=1)=[O:22], predict the reactants needed to synthesize it. The reactants are: [NH2:1][C:2]1[CH:9]=[CH:8][C:5]([C:6]#[N:7])=[C:4]([C:10]([F:13])([F:12])[F:11])[CH:3]=1.N1C=CC=CC=1.Cl[C:21](OC1C=CC=CC=1)=[O:22].[Cl:30][C:31]1[CH:37]=[C:36]([O:38][C:39]2[C:40]3[N:47]([CH3:48])[CH:46]=[CH:45][C:41]=3[N:42]=[CH:43][N:44]=2)[CH:35]=[CH:34][C:32]=1[NH2:33]. (4) Given the product [F:3][C:4]1[CH:5]=[C:6]([CH:9]=[CH:10][C:11]=1[N:12]([CH3:25])[C:13]1[CH:22]=[CH:21][C:16]2[N:17]=[CH:18][N:19]([CH3:20])[C:15]=2[CH:14]=1)[C:7]#[N:8], predict the reactants needed to synthesize it. The reactants are: [H-].[Na+].[F:3][C:4]1[CH:5]=[C:6]([CH:9]=[CH:10][C:11]=1[NH:12][C:13]1[CH:22]=[CH:21][C:16]2[N:17]=[CH:18][N:19]([CH3:20])[C:15]=2[CH:14]=1)[C:7]#[N:8].CI.[CH2:25](Cl)Cl. (5) Given the product [C:1]([O:5][C:6]([N:8]1[CH2:13][CH2:12][N:11]([CH2:14][C:45]2[C:46](=[O:53])[N:47]([CH2:49][CH:50]([CH3:51])[CH3:52])[N:48]=[C:43]([C:37]3[CH:38]=[CH:39][C:40]([O:41][CH3:42])=[C:35]([F:34])[CH:36]=3)[CH:44]=2)[CH2:10][CH2:9]1)=[O:7])([CH3:4])([CH3:3])[CH3:2], predict the reactants needed to synthesize it. The reactants are: [C:1]([O:5][C:6]([N:8]1[CH2:13][CH2:12][N:11]([C:14]2C(=O)N(CC(C)C)N=C(C3C=CC(C)=C(F)C=3)C=2C)[CH2:10][CH2:9]1)=[O:7])([CH3:4])([CH3:3])[CH3:2].[F:34][C:35]1[CH:36]=[C:37]([C:43]2[C:44](C)=[C:45](OS(C)(=O)=O)[C:46](=[O:53])[N:47]([CH2:49][CH:50]([CH3:52])[CH3:51])[N:48]=2)[CH:38]=[CH:39][C:40]=1[O:41][CH3:42].N1(C(OC(C)(C)C)=O)CCNCC1. (6) The reactants are: [CH3:1][O:2][C:3]([CH:5]1[CH:10]([NH:11]C(C2C=CC=CC=2)C)[CH:9]2[N:20]([C:21]([O:23][C:24]([CH3:27])([CH3:26])[CH3:25])=[O:22])[CH:6]1[CH2:7][CH2:8]2)=[O:4]. Given the product [CH3:1][O:2][C:3]([CH:5]1[CH:10]([NH2:11])[CH:9]2[N:20]([C:21]([O:23][C:24]([CH3:27])([CH3:26])[CH3:25])=[O:22])[CH:6]1[CH2:7][CH2:8]2)=[O:4], predict the reactants needed to synthesize it.